From a dataset of Forward reaction prediction with 1.9M reactions from USPTO patents (1976-2016). Predict the product of the given reaction. (1) Given the reactants Cl[C:2]1[C:7]([C:8]2[CH:13]=[CH:12][C:11]([CH3:14])=[CH:10][CH:9]=2)=[C:6]([Cl:15])[N:5]=[CH:4][N:3]=1.[K+].[C:17]([C:21]1[CH:26]=[CH:25][C:24]([S:27]([NH-:30])(=[O:29])=[O:28])=[CH:23][CH:22]=1)([CH3:20])([CH3:19])[CH3:18].O, predict the reaction product. The product is: [C:17]([C:21]1[CH:26]=[CH:25][C:24]([S:27]([NH:30][C:2]2[C:7]([C:8]3[CH:13]=[CH:12][C:11]([CH3:14])=[CH:10][CH:9]=3)=[C:6]([Cl:15])[N:5]=[CH:4][N:3]=2)(=[O:28])=[O:29])=[CH:23][CH:22]=1)([CH3:20])([CH3:18])[CH3:19]. (2) Given the reactants C(O[CH:4]=[C:5]([C:8]#[N:9])[C:6]#[N:7])C.C(N(CC)CC)C.Cl.[CH:18]1([NH:24][NH2:25])[CH2:23][CH2:22][CH2:21][CH2:20][CH2:19]1, predict the reaction product. The product is: [NH2:9][C:8]1[N:24]([CH:18]2[CH2:23][CH2:22][CH2:21][CH2:20][CH2:19]2)[N:25]=[CH:4][C:5]=1[C:6]#[N:7]. (3) Given the reactants [O:1]1[C@H:3]([C@@H:4]([O:11][C:12]2[CH:17]=[CH:16][CH:15]=[CH:14][C:13]=2[O:18][CH2:19][CH3:20])[C:5]2[CH:10]=[CH:9][CH:8]=[CH:7][CH:6]=2)[CH2:2]1.CO.[OH-].[NH4+:24], predict the reaction product. The product is: [CH2:19]([O:18][C:13]1[CH:14]=[CH:15][CH:16]=[CH:17][C:12]=1[O:11][C@@H:4]([C:5]1[CH:10]=[CH:9][CH:8]=[CH:7][CH:6]=1)[C@@H:3]([OH:1])[CH2:2][NH2:24])[CH3:20].